Predict the reactants needed to synthesize the given product. From a dataset of Full USPTO retrosynthesis dataset with 1.9M reactions from patents (1976-2016). (1) Given the product [C:22]([NH:26][C:19]([C:10]1[CH:9]=[C:8]([C:5]2[CH:4]=[CH:3][C:2]([CH3:1])=[CH:7][N:6]=2)[N:12]([C:13]2[CH:18]=[N:17][CH:16]=[CH:15][N:14]=2)[N:11]=1)=[O:21])([CH3:25])([CH3:24])[CH3:23], predict the reactants needed to synthesize it. The reactants are: [CH3:1][C:2]1[CH:3]=[CH:4][C:5]([C:8]2[N:12]([C:13]3[CH:18]=[N:17][CH:16]=[CH:15][N:14]=3)[N:11]=[C:10]([C:19]([OH:21])=O)[CH:9]=2)=[N:6][CH:7]=1.[C:22]([NH2:26])([CH3:25])([CH3:24])[CH3:23]. (2) Given the product [CH:37]1[C:38]2[C:42]3[CH:43]=[CH:44][CH:45]=[CH:46][C:41]=3[S:40][C:39]=2[C:34]([C:27]2[CH:28]=[CH:29][C:30]3[C:31]4[C:23](=[CH:22][C:21]([C:11]5[C:12]6[S:13][C:14]7[CH:20]=[CH:19][CH:18]=[CH:17][C:15]=7[C:16]=6[CH:8]=[CH:9][CH:10]=5)=[CH:33][CH:32]=4)[N:24]([C:2]4[CH:7]=[CH:6][CH:5]=[CH:4][CH:3]=4)[C:25]=3[CH:26]=2)=[CH:35][CH:36]=1, predict the reactants needed to synthesize it. The reactants are: I[C:2]1[CH:7]=[CH:6][CH:5]=[CH:4][CH:3]=1.[CH:8]1[C:16]2[C:15]3[CH:17]=[CH:18][CH:19]=[CH:20][C:14]=3[S:13][C:12]=2[C:11]([C:21]2[CH:33]=[CH:32][C:31]3[C:30]4[C:25](=[CH:26][C:27]([C:34]5[C:39]6[S:40][C:41]7[CH:46]=[CH:45][CH:44]=[CH:43][C:42]=7[C:38]=6[CH:37]=[CH:36][CH:35]=5)=[CH:28][CH:29]=4)[NH:24][C:23]=3[CH:22]=2)=[CH:10][CH:9]=1.CC(C)([O-])C.[Na+].C1(C)C(C)=CC=CC=1. (3) Given the product [Cl:36][C:33]1[CH:34]=[CH:35][C:30]([S:27]([NH:26][C:25]2[C:20]([C:16]3[N:15]([CH:10]4[CH:11]([O:13][CH3:14])[CH2:12][NH:8][CH2:9]4)[CH:19]=[N:18][N:17]=3)=[N:21][CH:22]=[C:23]([Cl:41])[CH:24]=2)(=[O:29])=[O:28])=[CH:31][C:32]=1[C:37]([F:39])([F:40])[F:38], predict the reactants needed to synthesize it. The reactants are: C(OC([N:8]1[CH2:12][CH:11]([O:13][CH3:14])[CH:10]([N:15]2[CH:19]=[N:18][N:17]=[C:16]2[C:20]2[C:25]([NH:26][S:27]([C:30]3[CH:35]=[CH:34][C:33]([Cl:36])=[C:32]([C:37]([F:40])([F:39])[F:38])[CH:31]=3)(=[O:29])=[O:28])=[CH:24][C:23]([Cl:41])=[CH:22][N:21]=2)[CH2:9]1)=O)(C)(C)C.C(O)(C(F)(F)F)=O.C(Cl)Cl. (4) Given the product [CH2:39]1[C:37]2([CH2:40][N:33]([C:25]3[N:24]=[C:23]([CH2:22][C:21]([NH2:7])=[O:48])[C:32]4[C:27]([CH:26]=3)=[CH:28][CH:29]=[CH:30][CH:31]=4)[CH2:34][CH2:35][NH:36]2)[CH2:38]1, predict the reactants needed to synthesize it. The reactants are: C(OC(=O)CC1C2C(=CC=CC=2)C=C(Cl)[N:7]=1)C.C(O[C:21](=[O:48])[CH2:22][C:23]1[C:32]2[C:27](=[CH:28][CH:29]=[CH:30][CH:31]=2)[CH:26]=[C:25]([N:33]2[CH2:40][C:37]3([CH2:39][CH2:38]3)[N:36](CC3C=CC=CC=3)[CH2:35][CH2:34]2)[N:24]=1)C.C(N1CCNCC21CC2)C1C=CC=CC=1.CC([O-])(C)C.[Na+].C1C=CC(P(C2C(C3C(P(C4C=CC=CC=4)C4C=CC=CC=4)=CC=C4C=3C=CC=C4)=C3C(C=CC=C3)=CC=2)C2C=CC=CC=2)=CC=1.